From a dataset of Forward reaction prediction with 1.9M reactions from USPTO patents (1976-2016). Predict the product of the given reaction. Given the reactants [CH3:1][O:2][C:3]1[N:8]=[C:7]2[C:9]([C:13]3[N:37](S(C4C=CC(C)=CC=4)(=O)=O)[C:16]4=[N:17][CH:18]=[CH:19][C:20]([CH2:21][NH:22][CH2:23][CH:24]5[CH2:29][CH2:28][N:27]([C:30]([O:32][C:33]([CH3:36])([CH3:35])[CH3:34])=[O:31])[CH2:26][CH2:25]5)=[C:15]4[CH:14]=3)=[CH:10][N:11]([CH3:12])[C:6]2=[CH:5][C:4]=1[O:48][CH3:49].[OH-].[K+], predict the reaction product. The product is: [CH3:1][O:2][C:3]1[N:8]=[C:7]2[C:9]([C:13]3[NH:37][C:16]4=[N:17][CH:18]=[CH:19][C:20]([CH2:21][NH:22][CH2:23][CH:24]5[CH2:29][CH2:28][N:27]([C:30]([O:32][C:33]([CH3:35])([CH3:36])[CH3:34])=[O:31])[CH2:26][CH2:25]5)=[C:15]4[CH:14]=3)=[CH:10][N:11]([CH3:12])[C:6]2=[CH:5][C:4]=1[O:48][CH3:49].